This data is from Full USPTO retrosynthesis dataset with 1.9M reactions from patents (1976-2016). The task is: Predict the reactants needed to synthesize the given product. (1) Given the product [CH:1]1([C:4]2[CH:5]=[C:6](/[C:16](=[CH:26]\[C@H:27]3[CH2:31][CH2:30][CH:29]([OH:32])[CH2:28]3)/[C:17]([NH:19][C:20]3[CH:24]=[CH:23][N:22]([CH3:25])[N:21]=3)=[O:18])[CH:7]=[CH:8][C:9]=2[S:10]([CH:13]2[CH2:15][CH2:14]2)(=[O:12])=[O:11])[CH2:2][CH2:3]1, predict the reactants needed to synthesize it. The reactants are: [CH:1]1([C:4]2[CH:5]=[C:6](/[C:16](=[CH:26]\[C@H:27]3[CH2:31][CH2:30][C:29](=[O:32])[CH2:28]3)/[C:17]([NH:19][C:20]3[CH:24]=[CH:23][N:22]([CH3:25])[N:21]=3)=[O:18])[CH:7]=[CH:8][C:9]=2[S:10]([CH:13]2[CH2:15][CH2:14]2)(=[O:12])=[O:11])[CH2:3][CH2:2]1.[BH4-].[Na+].O. (2) The reactants are: [CH3:1][O:2][C:3]1[CH:8]=[C:7]([N+:9]([O-:11])=[O:10])[CH:6]=[CH:5][C:4]=1[C:12]1[S:16][C:15]([CH2:17][NH:18][C:19](=O)[CH3:20])=[N:14][N:13]=1.P(Cl)(Cl)(Cl)=O. Given the product [CH3:1][O:2][C:3]1[CH:8]=[C:7]([N+:9]([O-:11])=[O:10])[CH:6]=[CH:5][C:4]=1[C:12]1[S:16][C:15]2=[CH:17][N:18]=[C:19]([CH3:20])[N:14]2[N:13]=1, predict the reactants needed to synthesize it.